Dataset: Catalyst prediction with 721,799 reactions and 888 catalyst types from USPTO. Task: Predict which catalyst facilitates the given reaction. (1) The catalyst class is: 4. Product: [N:27]([C:19]1[N:18]=[CH:17][C:26]2[C:21]([CH:20]=1)=[CH:22][CH:23]=[CH:24][CH:25]=2)=[C:1]=[S:2]. Reactant: [C:1](N1C=CC=CC1=O)(N1C=CC=CC1=O)=[S:2].[CH:17]1[C:26]2[C:21](=[CH:22][CH:23]=[CH:24][CH:25]=2)[CH:20]=[C:19]([NH2:27])[N:18]=1. (2) Reactant: [S:1]1[CH:5]=[CH:4][N:3]=[CH:2]1.[Cl-].[Li+].C([Mg]Cl)(C)C.[C:13]([CH:16]1[CH2:21][CH2:20][C:19]([CH3:26])([C:22]([O:24][CH3:25])=[O:23])[CH2:18][CH2:17]1)(=[O:15])[CH3:14].[Cl-].[NH4+]. Product: [OH:15][C:13]([CH:16]1[CH2:21][CH2:20][C:19]([CH3:26])([C:22]([O:24][CH3:25])=[O:23])[CH2:18][CH2:17]1)([C:2]1[S:1][CH:5]=[CH:4][N:3]=1)[CH3:14]. The catalyst class is: 7. (3) Reactant: [CH3:1][O:2][C:3]1[CH:4]=[C:5]([NH:12][C:13]2[C:14]([NH:23][S:24]([C:27]3[CH:32]=[CH:31][CH:30]=[C:29]([N+:33]([O-])=O)[CH:28]=3)(=[O:26])=[O:25])=[N:15][C:16]3[C:21]([N:22]=2)=[CH:20][CH:19]=[CH:18][CH:17]=3)[CH:6]=[C:7]([N+:9]([O-])=O)[CH:8]=1.CCO.C(O)=O.C([O-])=O.[K+]. Product: [NH2:33][C:29]1[CH:28]=[C:27]([S:24]([NH:23][C:14]2[C:13]([NH:12][C:5]3[CH:4]=[C:3]([O:2][CH3:1])[CH:8]=[C:7]([NH2:9])[CH:6]=3)=[N:22][C:21]3[C:16](=[CH:17][CH:18]=[CH:19][CH:20]=3)[N:15]=2)(=[O:26])=[O:25])[CH:32]=[CH:31][CH:30]=1. The catalyst class is: 1. (4) Reactant: [NH2:1][C:2](=[O:37])[CH2:3][O:4][C:5]1[C:14]([C:15]2[CH:16]=[CH:17][C:18]3[O:22][C:21]([C:23]4[CH:28]=[CH:27][C:26]([F:29])=[CH:25][CH:24]=4)=[C:20]([C:30](=[O:33])[NH:31][CH3:32])[C:19]=3[CH:34]=2)=[CH:13][C:8]([C:9]([O:11]C)=[O:10])=[C:7]([O:35][CH3:36])[CH:6]=1.CO.[OH-].[Na+]. Product: [NH2:1][C:2](=[O:37])[CH2:3][O:4][C:5]1[C:14]([C:15]2[CH:16]=[CH:17][C:18]3[O:22][C:21]([C:23]4[CH:24]=[CH:25][C:26]([F:29])=[CH:27][CH:28]=4)=[C:20]([C:30](=[O:33])[NH:31][CH3:32])[C:19]=3[CH:34]=2)=[CH:13][C:8]([C:9]([OH:11])=[O:10])=[C:7]([O:35][CH3:36])[CH:6]=1. The catalyst class is: 1. (5) Reactant: [C:1]([OH:8])(=[O:7])[CH2:2][CH2:3][C:4]([CH3:6])=O.Cl.[F:10][C:11]1[CH:12]=[C:13]([CH:26]=[CH:27][C:28]=1[F:29])[C:14]([N:16]([C:18]1[CH:23]=[CH:22][C:21]([O:24][CH3:25])=[CH:20][CH:19]=1)N)=[O:15]. Product: [F:10][C:11]1[CH:12]=[C:13]([CH:26]=[CH:27][C:28]=1[F:29])[C:14]([N:16]1[C:18]2[C:19](=[CH:20][C:21]([O:24][CH3:25])=[CH:22][CH:23]=2)[C:3]([CH2:2][C:1]([OH:8])=[O:7])=[C:4]1[CH3:6])=[O:15]. The catalyst class is: 15. (6) Reactant: [CH:1]1([C:4]2[N:9]=[C:8]([C:10](=[N:12][OH:13])[NH2:11])[CH:7]=[C:6]([C:14]([F:17])([F:16])[F:15])[N:5]=2)[CH2:3][CH2:2]1.[C:18](N1C=CN=C1)(N1C=CN=C1)=[O:19].CCCCCCC=CCCC.Cl. Product: [CH:1]1([C:4]2[N:9]=[C:8]([C:10]3[NH:12][O:13][C:18](=[O:19])[N:11]=3)[CH:7]=[C:6]([C:14]([F:16])([F:17])[F:15])[N:5]=2)[CH2:3][CH2:2]1. The catalyst class is: 132.